This data is from Reaction yield outcomes from USPTO patents with 853,638 reactions. The task is: Predict the reaction yield, written as a fraction of the theoretical maximum amount of product (1.0 means a 100% yield; for example, 0.34 means a 34% yield). (1) The reactants are [CH3:1][C:2]([O:14][Si](C)(C)C)([CH3:13])[C:3]#[C:4][C:5]([C:7]1[CH:12]=[CH:11][N:10]=[CH:9][CH:8]=1)=[O:6].CC1C=CC(S(O)(=O)=O)=CC=1. The catalyst is C(Cl)Cl. The product is [OH:14][C:2]([CH3:13])([CH3:1])[C:3]#[C:4][C:5]([C:7]1[CH:8]=[CH:9][N:10]=[CH:11][CH:12]=1)=[O:6]. The yield is 0.970. (2) The reactants are Br[CH:2]([CH3:9])[C:3](=O)[C:4]([O:6][CH3:7])=[O:5].[NH2:10][C:11]1[CH:16]=[CH:15][CH:14]=[CH:13][N:12]=1. The catalyst is C(#N)C. The product is [CH3:9][C:2]1[N:12]2[CH:13]=[CH:14][CH:15]=[CH:16][C:11]2=[N:10][C:3]=1[C:4]([O:6][CH3:7])=[O:5]. The yield is 0.251. (3) The reactants are [O:1]([CH:8]([C:10]1[N:15]=[N:14][C:13]([C:16]([OH:18])=O)=[CH:12][CH:11]=1)[CH3:9])[C:2]1[CH:7]=[CH:6][CH:5]=[CH:4][CH:3]=1.[NH2:19][CH2:20][C:21]1[C:22]([OH:29])=[N:23][C:24]([CH3:28])=[CH:25][C:26]=1[CH3:27].ON1C2C=CC=CC=2N=N1.Cl.CN(C)CCCN=C=NCC. The catalyst is ClCCl.C(OCC)(=O)C.C(N(CC)CC)C. The product is [OH:29][C:22]1[C:21]([CH2:20][NH:19][C:16]([C:13]2[N:14]=[N:15][C:10]([CH:8]([O:1][C:2]3[CH:3]=[CH:4][CH:5]=[CH:6][CH:7]=3)[CH3:9])=[CH:11][CH:12]=2)=[O:18])=[C:26]([CH3:27])[CH:25]=[C:24]([CH3:28])[N:23]=1. The yield is 0.640.